Dataset: Full USPTO retrosynthesis dataset with 1.9M reactions from patents (1976-2016). Task: Predict the reactants needed to synthesize the given product. (1) Given the product [C:1]([O:5][C:6](=[O:22])[NH:7][C:8]1[CH:13]=[C:12]([N:14]([CH2:16][CH:17]([CH3:18])[CH3:19])[CH3:15])[C:11]([Cl:20])=[CH:10][C:9]=1[NH:21][C:28](=[O:27])[CH2:29][C:30](=[O:50])[C:31]1[CH:36]=[CH:35][CH:34]=[C:33]([N:37]2[C:41]([CH2:42][O:43][CH:44]3[CH2:49][CH2:48][CH2:47][CH2:46][O:45]3)=[CH:40][N:39]=[N:38]2)[CH:32]=1)([CH3:3])([CH3:2])[CH3:4], predict the reactants needed to synthesize it. The reactants are: [C:1]([O:5][C:6](=[O:22])[NH:7][C:8]1[CH:13]=[C:12]([N:14]([CH2:16][CH:17]([CH3:19])[CH3:18])[CH3:15])[C:11]([Cl:20])=[CH:10][C:9]=1[NH2:21])([CH3:4])([CH3:3])[CH3:2].C([O:27][C:28](=O)[CH2:29][C:30](=[O:50])[C:31]1[CH:36]=[CH:35][CH:34]=[C:33]([N:37]2[C:41]([CH2:42][O:43][CH:44]3[CH2:49][CH2:48][CH2:47][CH2:46][O:45]3)=[CH:40][N:39]=[N:38]2)[CH:32]=1)(C)(C)C. (2) Given the product [CH3:1][C:3]1[C:11]2[C:6](=[CH:7][C:8]([C:12]([O:14][CH3:15])=[O:13])=[CH:9][CH:10]=2)[NH:5][CH:4]=1, predict the reactants needed to synthesize it. The reactants are: [CH:1]([C:3]1[C:11]2[C:6](=[CH:7][C:8]([C:12]([O:14][CH3:15])=[O:13])=[CH:9][CH:10]=2)[NH:5][CH:4]=1)=O.C1(C)C=CC(S(O)(=O)=O)=CC=1.C([BH3-])#N.[Na+].O.